This data is from Full USPTO retrosynthesis dataset with 1.9M reactions from patents (1976-2016). The task is: Predict the reactants needed to synthesize the given product. Given the product [C:4]([O:8][C:9]([N:11]([CH2:23][C:24]([O:26][C:27]([CH3:30])([CH3:29])[CH3:28])=[O:25])[C:12]1[CH:17]=[CH:16][CH:15]=[C:14]([CH2:18][OH:19])[N:13]=1)=[O:10])([CH3:7])([CH3:6])[CH3:5], predict the reactants needed to synthesize it. The reactants are: C(O)C.[C:4]([O:8][C:9]([N:11]([CH2:23][C:24]([O:26][C:27]([CH3:30])([CH3:29])[CH3:28])=[O:25])[C:12]1[CH:17]=[CH:16][CH:15]=[C:14]([C:18](OCC)=[O:19])[N:13]=1)=[O:10])([CH3:7])([CH3:6])[CH3:5].[Cl-].[Ca+2].[Cl-].[BH4-].[K+].COCCOCCOCCOCCOC.